From a dataset of Full USPTO retrosynthesis dataset with 1.9M reactions from patents (1976-2016). Predict the reactants needed to synthesize the given product. Given the product [C:1]([O:5][C:6](=[O:20])[CH2:7][C@H:8]([CH2:12][C@@H:13]([CH3:19])[CH2:14][CH2:15][CH2:16][CH2:17][CH3:18])[C:9]([OH:11])=[O:10])([CH3:4])([CH3:3])[CH3:2], predict the reactants needed to synthesize it. The reactants are: [C:1]([O:5][C:6](=[O:20])[CH2:7][C@H:8]([CH2:12][C@H:13]([CH3:19])[CH2:14][CH2:15][CH2:16][CH2:17][CH3:18])[C:9]([OH:11])=[O:10])([CH3:4])([CH3:3])[CH3:2].C(OC(=O)C[C@@H](C(N1[C@H](C)[C@H](C2C=CC=CC=2)OC1=O)=O)C[C@@H](C)CCCCC)(C)(C)C.